From a dataset of Forward reaction prediction with 1.9M reactions from USPTO patents (1976-2016). Predict the product of the given reaction. Given the reactants [N:1]1([CH2:7][C:8]2[S:9][CH:10]=[C:11]([C:13]([NH:15][C:16]3[CH:24]=[C:23]([C:25]4[CH:26]=[C:27]5[CH:33]=[N:32][N:31](S(C6C=CC=CC=6)(=O)=O)[C:28]5=[N:29][CH:30]=4)[CH:22]=[C:21]4[C:17]=3[CH:18]=[N:19][N:20]4S(C3C=CC=CC=3)(=O)=O)=[O:14])[N:12]=2)[CH2:6][CH2:5][O:4][CH2:3][CH2:2]1.[OH-].[Na+].Cl, predict the reaction product. The product is: [N:1]1([CH2:7][C:8]2[S:9][CH:10]=[C:11]([C:13]([NH:15][C:16]3[CH:24]=[C:23]([C:25]4[CH:26]=[C:27]5[CH:33]=[N:32][NH:31][C:28]5=[N:29][CH:30]=4)[CH:22]=[C:21]4[C:17]=3[CH:18]=[N:19][NH:20]4)=[O:14])[N:12]=2)[CH2:2][CH2:3][O:4][CH2:5][CH2:6]1.